Dataset: Forward reaction prediction with 1.9M reactions from USPTO patents (1976-2016). Task: Predict the product of the given reaction. Given the reactants [CH:1]1([CH2:4][NH:5][CH2:6][CH:7]2[CH2:12][CH2:11][NH:10][CH2:9][CH2:8]2)[CH2:3][CH2:2]1.Cl[C:14]([O:16][C:17]1[CH:22]=[CH:21][C:20]([O:23][C:24]2[CH:29]=[CH:28][C:27]([C:30]([F:33])([F:32])[F:31])=[CH:26][N:25]=2)=[CH:19][CH:18]=1)=[O:15].C1(O)C=CC=CC=1, predict the reaction product. The product is: [F:32][C:30]([F:31])([F:33])[C:27]1[CH:28]=[CH:29][C:24]([O:23][C:20]2[CH:21]=[CH:22][C:17]([O:16][C:14]([N:10]3[CH2:11][CH2:12][CH:7]([CH2:6][NH:5][CH2:4][CH:1]4[CH2:2][CH2:3]4)[CH2:8][CH2:9]3)=[O:15])=[CH:18][CH:19]=2)=[N:25][CH:26]=1.